This data is from Full USPTO retrosynthesis dataset with 1.9M reactions from patents (1976-2016). The task is: Predict the reactants needed to synthesize the given product. Given the product [F:14][C:11]([F:12])([F:13])[O:10][C:6]1[CH:5]=[C:4]([C:2](=[O:3])[CH:1]=[O:16])[CH:9]=[CH:8][CH:7]=1, predict the reactants needed to synthesize it. The reactants are: [CH3:1][C:2]([C:4]1[CH:9]=[CH:8][CH:7]=[C:6]([O:10][C:11]([F:14])([F:13])[F:12])[CH:5]=1)=[O:3].[Se](=O)=[O:16].